The task is: Predict which catalyst facilitates the given reaction.. This data is from Catalyst prediction with 721,799 reactions and 888 catalyst types from USPTO. (1) Reactant: [CH2:1]([N:8]1[CH2:12][CH2:11][C:10]2([CH2:16][CH2:15][NH:14][CH2:13]2)[CH2:9]1)[C:2]1[CH:7]=[CH:6][CH:5]=[CH:4][CH:3]=1.Cl[C:18]1[CH:27]=[CH:26][C:21]([C:22]([O:24][CH3:25])=[O:23])=[CH:20][N:19]=1.C([O-])([O-])=O.[K+].[K+].CCOC(C)=O. Product: [CH2:1]([N:8]1[CH2:12][CH2:11][C:10]2([CH2:13][N:14]([C:18]3[CH:27]=[CH:26][C:21]([C:22]([O:24][CH3:25])=[O:23])=[CH:20][N:19]=3)[CH2:15][CH2:16]2)[CH2:9]1)[C:2]1[CH:3]=[CH:4][CH:5]=[CH:6][CH:7]=1. The catalyst class is: 16. (2) Reactant: [NH2:1][C:2]1[CH:7]=[CH:6][CH:5]=[CH:4][C:3]=1[S:8]([NH:11][C:12]1[CH:13]=[N:14][C:15]([CH3:19])=[C:16]([CH3:18])[CH:17]=1)(=[O:10])=[O:9].[C:20](N1C=CN=C1)(N1C=CN=C1)=[O:21]. Product: [CH3:18][C:16]1[CH:17]=[C:12]([N:11]2[C:20](=[O:21])[NH:1][C:2]3[CH:7]=[CH:6][CH:5]=[CH:4][C:3]=3[S:8]2(=[O:10])=[O:9])[CH:13]=[N:14][C:15]=1[CH3:19]. The catalyst class is: 26.